This data is from Reaction yield outcomes from USPTO patents with 853,638 reactions. The task is: Predict the reaction yield, written as a fraction of the theoretical maximum amount of product (1.0 means a 100% yield; for example, 0.34 means a 34% yield). The reactants are [Si]([O:8][C:9]1[CH:10]=[C:11]([CH:17]2[N:20]([C:21]3[CH:26]=[C:25]([O:27][CH3:28])[C:24]([O:29][CH3:30])=[C:23]([O:31][CH3:32])[CH:22]=3)[C:19](=[O:33])[CH2:18]2)[CH:12]=[CH:13][C:14]=1[O:15][CH3:16])(C(C)(C)C)(C)C.C(=O)=O.[CH3:37][C:38](C)=[O:39].[Li+].CC([N-]C(C)C)C. The catalyst is C1COCC1.C(OCC)(=O)C. The product is [OH:39][CH:38]([CH:18]1[CH:17]([C:11]2[CH:12]=[CH:13][C:14]([O:15][CH3:16])=[C:9]([OH:8])[CH:10]=2)[N:20]([C:21]2[CH:22]=[C:23]([O:31][CH3:32])[C:24]([O:29][CH3:30])=[C:25]([O:27][CH3:28])[CH:26]=2)[C:19]1=[O:33])[CH3:37]. The yield is 0.170.